Dataset: Full USPTO retrosynthesis dataset with 1.9M reactions from patents (1976-2016). Task: Predict the reactants needed to synthesize the given product. (1) Given the product [CH2:10]([C:13]1([CH2:24][C@@H:25]2[O:26][C@@:27]2([CH3:34])[CH2:28][CH2:29][CH:30]=[C:31]([CH3:33])[CH3:32])[C:14]([O:22][CH3:23])=[CH:15][CH2:16][CH:17]=[C:18]1[O:19][CH3:20])[CH:11]=[CH2:12], predict the reactants needed to synthesize it. The reactants are: C(Cl)Cl.[H-].[Al+3].[Li+].[H-].[H-].[H-].[CH2:10]([C:13]1([CH2:24][C@H:25]2[C@:27]([CH3:34])([CH2:28][CH2:29][CH:30]=[C:31]([CH3:33])[CH3:32])[O:26]2)[C:18]([O:19][CH3:20])=[CH:17][C:16](=O)[CH:15]=[C:14]1[O:22][CH3:23])[CH:11]=[CH2:12].CCCCCC. (2) Given the product [CH3:1][N:2]1[C:14]2[CH2:13][CH2:12][CH:11]([CH2:21][N:22]3[CH:23]=[CH:24][N:25]=[C:16]3[CH3:17])[C:10](=[O:15])[C:9]=2[C:8]2[C:3]1=[CH:4][CH:5]=[CH:6][CH:7]=2, predict the reactants needed to synthesize it. The reactants are: [CH3:1][N:2]1[C:14]2[CH2:13][CH2:12][CH2:11][C:10](=[O:15])[C:9]=2[C:8]2[C:3]1=[CH:4][CH:5]=[CH:6][CH:7]=2.[C:16](Cl)(=O)[CH3:17].C[C:21]1[NH:22][CH:23]=[CH:24][N:25]=1. (3) Given the product [C:22]([C:24]1[CH:29]=[CH:28][C:27]([C:2]2[CH:3]=[N:4][N:5]3[CH:10]=[CH:9][C:8]([C:11]4[CH:21]=[CH:20][C:14]([C:15]([O:17][CH2:18][CH3:19])=[O:16])=[CH:13][CH:12]=4)=[N:7][C:6]=23)=[CH:26][CH:25]=1)#[N:23], predict the reactants needed to synthesize it. The reactants are: Br[C:2]1[CH:3]=[N:4][N:5]2[CH:10]=[CH:9][C:8]([C:11]3[CH:21]=[CH:20][C:14]([C:15]([O:17][CH2:18][CH3:19])=[O:16])=[CH:13][CH:12]=3)=[N:7][C:6]=12.[C:22]([C:24]1[CH:29]=[CH:28][C:27](B(O)O)=[CH:26][CH:25]=1)#[N:23].[O-]P([O-])([O-])=O.[K+].[K+].[K+]. (4) Given the product [Cl:1][C:2]1[CH:10]=[C:9]([F:11])[C:8]([F:12])=[CH:7][C:3]=1[C:4]([N:18]([CH3:19])[CH3:14])=[O:5], predict the reactants needed to synthesize it. The reactants are: [Cl:1][C:2]1[CH:10]=[C:9]([F:11])[C:8]([F:12])=[CH:7][C:3]=1[C:4](O)=[O:5].Cl[C:14]([N:18](C)[CH3:19])=C(C)C.C(N(CC)CC)C.CNC.C1COCC1. (5) Given the product [Cl:1][C:2]1[N:3]=[CH:4][C:5]2[N:13]([CH3:12])[N:14]=[C:8]([CH3:9])[C:6]=2[N:7]=1, predict the reactants needed to synthesize it. The reactants are: [Cl:1][C:2]1[N:7]=[C:6]([C:8](=O)[CH3:9])[C:5](F)=[CH:4][N:3]=1.[CH3:12][NH:13][NH2:14]. (6) Given the product [CH3:34][C:24]1[C:23]([C:21]#[N:22])=[CH:28][CH:27]=[C:26]2[C:25]=1[CH:33]=[N:13][NH:29]2, predict the reactants needed to synthesize it. The reactants are: C(OC(=O)C)(=O)C.C([O-])(=O)C.[K+].[N:13](OCCC(C)C)=O.[C:21]([C:23]1[CH:28]=[CH:27][C:26]([NH:29]C(=O)C)=[C:25]([CH3:33])[C:24]=1[CH3:34])#[N:22].